From a dataset of Reaction yield outcomes from USPTO patents with 853,638 reactions. Predict the reaction yield, written as a fraction of the theoretical maximum amount of product (1.0 means a 100% yield; for example, 0.34 means a 34% yield). (1) The reactants are C(O[C:4](=[O:20])[C:5](=[CH:11][NH:12][C:13]1[CH2:18][CH2:17][CH2:16][C:15](=[O:19])[CH:14]=1)[C:6]([O:8][CH2:9][CH3:10])=[O:7])C.C1(OC2C=CC=CC=2)C=CC=CC=1. The catalyst is CCCCCC. The product is [CH2:9]([O:8][C:6]([C:5]1[C:4](=[O:20])[C:14]2[C:15](=[O:19])[CH2:16][CH2:17][CH2:18][C:13]=2[NH:12][CH:11]=1)=[O:7])[CH3:10]. The yield is 0.720. (2) The reactants are [NH2:1][C:2]1[C:11]2[C:6](=[C:7]([Br:12])[CH:8]=[CH:9][CH:10]=2)[N:5]=[N:4][C:3]=1[C:13]([OH:15])=O.C1N=CN(C(N2C=NC=C2)=O)C=1.[CH2:28]([NH2:31])[CH:29]=[CH2:30]. The catalyst is CN(C)C=O. The product is [CH2:28]([NH:31][C:13]([C:3]1[N:4]=[N:5][C:6]2[C:11]([C:2]=1[NH2:1])=[CH:10][CH:9]=[CH:8][C:7]=2[Br:12])=[O:15])[CH:29]=[CH2:30]. The yield is 0.730. (3) The reactants are [CH2:1]([O:3][CH2:4][CH2:5][O:6][CH2:7][C:8]([OH:10])=O)[CH3:2].ON1C2C=CC=CC=2N=N1.C(N(CC)CC)C.Cl.[NH2:29][CH:30]1[CH2:36][CH:35]2[N:37]([C:38]3[C:47]4[C:42](=[CH:43][CH:44]=[CH:45][CH:46]=4)[C:41]([C:48]#[N:49])=[CH:40][CH:39]=3)[CH:32]([CH2:33][CH2:34]2)[CH2:31]1. The catalyst is CN(C=O)C. The product is [C:48]([C:41]1[C:42]2[C:47](=[CH:46][CH:45]=[CH:44][CH:43]=2)[C:38]([N:37]2[CH:35]3[CH2:34][CH2:33][CH:32]2[CH2:31][CH:30]([NH:29][C:8](=[O:10])[CH2:7][O:6][CH2:5][CH2:4][O:3][CH2:1][CH3:2])[CH2:36]3)=[CH:39][CH:40]=1)#[N:49]. The yield is 0.720. (4) The reactants are [CH2:1]([NH:8][C:9]1[CH:14]=[C:13]([F:15])[CH:12]=[CH:11][C:10]=1[N+:16]([O-])=O)[C:2]1[CH:7]=[CH:6][CH:5]=[CH:4][CH:3]=1.[Cl-].[NH4+]. The catalyst is CO.O.[Fe]. The product is [CH2:1]([NH:8][C:9]1[C:10]([NH2:16])=[CH:11][CH:12]=[C:13]([F:15])[CH:14]=1)[C:2]1[CH:3]=[CH:4][CH:5]=[CH:6][CH:7]=1. The yield is 0.660. (5) The reactants are [C:1]([CH:3]([CH2:8][CH2:9][C:10]([F:34])([F:33])[C:11]([F:32])([F:31])[C:12]([F:30])([F:29])[C:13]([F:28])([F:27])[C:14]([F:26])([F:25])[C:15]([F:24])([F:23])[C:16]([F:22])([F:21])[C:17]([F:20])([F:19])[F:18])[C:4]([O:6][CH3:7])=[O:5])#[N:2].N. The catalyst is CO.[Ni]. The product is [NH2:2][CH2:1][CH:3]([CH2:8][CH2:9][C:10]([F:33])([F:34])[C:11]([F:31])([F:32])[C:12]([F:29])([F:30])[C:13]([F:27])([F:28])[C:14]([F:25])([F:26])[C:15]([F:23])([F:24])[C:16]([F:21])([F:22])[C:17]([F:20])([F:18])[F:19])[C:4]([O:6][CH3:7])=[O:5]. The yield is 0.850.